From a dataset of Full USPTO retrosynthesis dataset with 1.9M reactions from patents (1976-2016). Predict the reactants needed to synthesize the given product. (1) Given the product [CH:1]1([N:4]2[C:13]3[C:8](=[CH:9][C:10]([F:15])=[C:11]([F:14])[CH:12]=3)[C:7](=[O:16])[C:6]([C:17]([O:19][CH2:22][CH2:23][N:24]([CH3:26])[CH3:25])=[O:18])=[CH:5]2)[CH2:2][CH2:3]1, predict the reactants needed to synthesize it. The reactants are: [CH:1]1([N:4]2[C:13]3[C:8](=[CH:9][C:10]([F:15])=[C:11]([F:14])[CH:12]=3)[C:7](=[O:16])[C:6]([C:17]([OH:19])=[O:18])=[CH:5]2)[CH2:3][CH2:2]1.Cl.Cl[CH2:22][CH2:23][N:24]([CH3:26])[CH3:25].C(=O)([O-])[O-].[Cs+].[Cs+]. (2) Given the product [C:21]1([C@H:19]([OH:20])[C@@H:18]([NH:17][C:2]2[CH:3]=[CH:4][C:5]3[N:6]([C:8]([C:11]4[CH:16]=[CH:15][N:14]=[CH:13][CH:12]=4)=[CH:9][N:10]=3)[N:7]=2)[CH2:27][OH:28])[CH:26]=[CH:25][CH:24]=[CH:23][CH:22]=1, predict the reactants needed to synthesize it. The reactants are: Cl[C:2]1[CH:3]=[CH:4][C:5]2[N:6]([C:8]([C:11]3[CH:16]=[CH:15][N:14]=[CH:13][CH:12]=3)=[CH:9][N:10]=2)[N:7]=1.[NH2:17][C@@H:18]([CH2:27][OH:28])[C@H:19]([C:21]1[CH:26]=[CH:25][CH:24]=[CH:23][CH:22]=1)[OH:20]. (3) Given the product [CH2:1]([O:9][C:10]1[CH:15]=[CH:14][C:13]([CH:16]2[O:21][CH2:20][CH2:19][N:18]([CH2:22][CH2:23][O:24][P:37](=[O:51])([O:38][C:39]([CH3:40])([CH3:41])[CH3:42])[O:43][C:44]([CH3:45])([CH3:46])[CH3:47])[CH2:17]2)=[CH:12][CH:11]=1)[CH2:2][CH2:3][CH2:4][CH2:5][CH2:6][CH2:7][CH3:8], predict the reactants needed to synthesize it. The reactants are: [CH2:1]([O:9][C:10]1[CH:15]=[CH:14][C:13]([CH:16]2[O:21][CH2:20][CH2:19][N:18]([CH2:22][CH2:23][OH:24])[CH2:17]2)=[CH:12][CH:11]=1)[CH2:2][CH2:3][CH2:4][CH2:5][CH2:6][CH2:7][CH3:8].N1C=NN=N1.CC#N.C(N(C(C)C)[P:37]([O:43][C:44]([CH3:47])([CH3:46])[CH3:45])[O:38][C:39]([CH3:42])([CH3:41])[CH3:40])(C)C.[OH:51]O. (4) Given the product [C:40]([O:43][CH2:44][C:45]([N:21]1[CH2:22][CH2:23][CH2:24][CH:19]([O:18][C:15]2[CH:16]=[C:17]3[C:12](=[CH:13][C:14]=2[O:25][CH3:26])[N:11]=[CH:10][N:9]=[C:8]3[NH:7][C:6]2[CH:27]=[CH:28][CH:29]=[C:4]([Cl:3])[C:5]=2[F:30])[CH2:20]1)=[O:46])(=[O:42])[CH3:41], predict the reactants needed to synthesize it. The reactants are: Cl.Cl.[Cl:3][C:4]1[C:5]([F:30])=[C:6]([CH:27]=[CH:28][CH:29]=1)[NH:7][C:8]1[C:17]2[C:12](=[CH:13][C:14]([O:25][CH3:26])=[C:15]([O:18][CH:19]3[CH2:24][CH2:23][CH2:22][NH:21][CH2:20]3)[CH:16]=2)[N:11]=[CH:10][N:9]=1.C(N(CC)C(C)C)(C)C.[C:40]([O:43][CH2:44][C:45](Cl)=[O:46])(=[O:42])[CH3:41].